Dataset: Forward reaction prediction with 1.9M reactions from USPTO patents (1976-2016). Task: Predict the product of the given reaction. Given the reactants [Si:1]([O:8][C@H:9]([C:26]1[CH:31]=[CH:30][CH:29]=[CH:28][CH:27]=1)[C@@H:10]1[NH:14][C@H:13]([CH2:15][C:16]2[CH:25]=[CH:24][C:19]([C:20]([O:22][CH3:23])=[O:21])=[CH:18][CH:17]=2)[CH2:12][CH2:11]1)([C:4]([CH3:7])([CH3:6])[CH3:5])([CH3:3])[CH3:2].[C:32](O[C:32]([O:34][C:35]([CH3:38])([CH3:37])[CH3:36])=[O:33])([O:34][C:35]([CH3:38])([CH3:37])[CH3:36])=[O:33], predict the reaction product. The product is: [Si:1]([O:8][C@H:9]([C:26]1[CH:27]=[CH:28][CH:29]=[CH:30][CH:31]=1)[C@H:10]1[CH2:11][CH2:12][C@@H:13]([CH2:15][C:16]2[CH:17]=[CH:18][C:19]([C:20]([O:22][CH3:23])=[O:21])=[CH:24][CH:25]=2)[N:14]1[C:32]([O:34][C:35]([CH3:38])([CH3:37])[CH3:36])=[O:33])([C:4]([CH3:7])([CH3:6])[CH3:5])([CH3:3])[CH3:2].